This data is from Reaction yield outcomes from USPTO patents with 853,638 reactions. The task is: Predict the reaction yield, written as a fraction of the theoretical maximum amount of product (1.0 means a 100% yield; for example, 0.34 means a 34% yield). (1) The reactants are [CH3:1][C:2]([O:5][C:6]([N:8]([CH3:22])[C@H:9](C(O)=O)[CH2:10][C:11]1C=C[C:14](OC)=[CH:13][CH:12]=1)=[O:7])([CH3:4])[CH3:3].ClC(OCC)=O.CCN(CC)CC.[NH4+:36].[OH-:37].[CH2:38]1[CH2:42][O:41][CH2:40][CH2:39]1. The catalyst is [Cl-].[Na+].O. The product is [CH3:1][C:2]([O:5][C:6]([N:8]([CH3:22])[C:9](=[O:37])[C@H:10]([CH2:11][C:12]1[CH:39]=[CH:38][C:42]([O:41][CH3:40])=[CH:14][CH:13]=1)[NH2:36])=[O:7])([CH3:4])[CH3:3]. The yield is 0.290. (2) The reactants are [C:1]1([N:7]2[C:11]3[CH:12]=[CH:13][CH:14]=[CH:15][C:10]=3[N:9]=[C:8]2[C:16]2[CH:21]=[CH:20][C:19](B3OC(C)(C)C(C)(C)O3)=[CH:18][CH:17]=2)[CH:6]=[CH:5][CH:4]=[CH:3][CH:2]=1.[Br:31][C:32]1[CH:37]=[CH:36][C:35](I)=[CH:34][CH:33]=1.C(=O)([O-])[O-].[K+].[K+]. The catalyst is O1CCOCC1.O.C1C=CC([P]([Pd]([P](C2C=CC=CC=2)(C2C=CC=CC=2)C2C=CC=CC=2)([P](C2C=CC=CC=2)(C2C=CC=CC=2)C2C=CC=CC=2)[P](C2C=CC=CC=2)(C2C=CC=CC=2)C2C=CC=CC=2)(C2C=CC=CC=2)C2C=CC=CC=2)=CC=1. The product is [Br:31][C:32]1[CH:37]=[CH:36][C:35]([C:19]2[CH:18]=[CH:17][C:16]([C:8]3[N:7]([C:1]4[CH:2]=[CH:3][CH:4]=[CH:5][CH:6]=4)[C:11]4[CH:12]=[CH:13][CH:14]=[CH:15][C:10]=4[N:9]=3)=[CH:21][CH:20]=2)=[CH:34][CH:33]=1. The yield is 0.600. (3) The reactants are C([O:8][CH2:9][CH:10]1[C:14]2[NH:15][C:16]([C:18]3[CH:27]=[CH:26][CH:25]=[C:24]4[C:19]=3[N:20]=[C:21]([NH:29][C:30]3([CH3:33])[CH2:32][CH2:31]3)[C:22]([CH3:28])=[N:23]4)=[CH:17][C:13]=2[C:12](=[O:34])[NH:11]1)C1C=CC=CC=1.B(Cl)(Cl)Cl. The catalyst is C(Cl)Cl. The product is [OH:8][CH2:9][CH:10]1[C:14]2[NH:15][C:16]([C:18]3[CH:27]=[CH:26][CH:25]=[C:24]4[C:19]=3[N:20]=[C:21]([NH:29][C:30]3([CH3:33])[CH2:31][CH2:32]3)[C:22]([CH3:28])=[N:23]4)=[CH:17][C:13]=2[C:12](=[O:34])[NH:11]1. The yield is 0.710.